This data is from Full USPTO retrosynthesis dataset with 1.9M reactions from patents (1976-2016). The task is: Predict the reactants needed to synthesize the given product. (1) Given the product [CH3:26][C:5]1[CH:4]=[CH:3][C:2]([NH:1][C:32](=[O:33])[C:31]2[CH:35]=[CH:36][CH:37]=[C:29]([C:28]([F:27])([F:38])[F:39])[CH:30]=2)=[CH:7][C:6]=1[C:8]#[C:9][C:10]1[CH:11]=[N:12][C:13]([NH:16][CH2:17][CH2:18][CH2:19][N:20]2[CH2:25][CH2:24][O:23][CH2:22][CH2:21]2)=[N:14][CH:15]=1, predict the reactants needed to synthesize it. The reactants are: [NH2:1][C:2]1[CH:3]=[CH:4][C:5]([CH3:26])=[C:6]([C:8]#[C:9][C:10]2[CH:11]=[N:12][C:13]([NH:16][CH2:17][CH2:18][CH2:19][N:20]3[CH2:25][CH2:24][O:23][CH2:22][CH2:21]3)=[N:14][CH:15]=2)[CH:7]=1.[F:27][C:28]([F:39])([F:38])[C:29]1[CH:30]=[C:31]([CH:35]=[CH:36][CH:37]=1)[C:32](O)=[O:33]. (2) Given the product [C:14]([O:13][C:12](=[O:18])[N:11]([CH2:10][CH:9]([O:8][Si:1]([C:4]([CH3:5])([CH3:7])[CH3:6])([CH3:2])[CH3:3])[CH2:20][O:21][C:22]1[CH:27]=[CH:26][CH:25]=[C:24]([C:28]2[N:33]=[C:32]([Cl:34])[CH:31]=[C:30]([N:44]([CH3:43])[CH:45]3[CH2:50][CH2:49][O:48][CH2:47][CH2:46]3)[N:29]=2)[CH:23]=1)[CH3:19])([CH3:16])([CH3:15])[CH3:17], predict the reactants needed to synthesize it. The reactants are: [Si:1]([O:8][CH:9]([CH2:20][O:21][C:22]1[CH:27]=[CH:26][CH:25]=[C:24]([C:28]2[N:33]=[C:32]([Cl:34])[CH:31]=[C:30](Cl)[N:29]=2)[CH:23]=1)[CH2:10][N:11]([CH3:19])[C:12](=[O:18])[O:13][C:14]([CH3:17])([CH3:16])[CH3:15])([C:4]([CH3:7])([CH3:6])[CH3:5])([CH3:3])[CH3:2].C(N(CC)CC)C.[CH3:43][NH:44][CH:45]1[CH2:50][CH2:49][O:48][CH2:47][CH2:46]1. (3) Given the product [CH:1]1([N:6]2[C:14]3[C:9](=[CH:10][CH:11]=[C:12]([C:15]4[N:19]([C:20]5[CH:21]=[CH:22][C:23]([C:24]([N:33]([CH2:34][CH3:35])[CH2:31][CH3:32])=[O:26])=[CH:27][CH:28]=5)[N:18]=[CH:17][CH:16]=4)[CH:13]=3)[C:8]([CH2:29][CH3:30])=[N:7]2)[CH2:5][CH2:4][CH2:3][CH2:2]1, predict the reactants needed to synthesize it. The reactants are: [CH:1]1([N:6]2[C:14]3[C:9](=[CH:10][CH:11]=[C:12]([C:15]4[N:19]([C:20]5[CH:28]=[CH:27][C:23]([C:24]([OH:26])=O)=[CH:22][CH:21]=5)[N:18]=[CH:17][CH:16]=4)[CH:13]=3)[C:8]([CH2:29][CH3:30])=[N:7]2)[CH2:5][CH2:4][CH2:3][CH2:2]1.[CH2:31]([NH:33][CH2:34][CH3:35])[CH3:32].CN(C(ON1N=NC2C=CC=NC1=2)=[N+](C)C)C.F[P-](F)(F)(F)(F)F.C(N(CC)C(C)C)(C)C. (4) Given the product [CH3:7][C:4]1[N:3]=[C:2]([NH:1][N:8]=[O:9])[S:6][N:5]=1, predict the reactants needed to synthesize it. The reactants are: [NH2:1][C:2]1[S:6][N:5]=[C:4]([CH3:7])[N:3]=1.[N:8]([O-])=[O:9].[Na+]. (5) Given the product [NH2:1][C:2]1[C:6]([C:7]2[N:12]=[C:11]([NH:13][C:14]3[N:19]=[CH:18][C:17]4[N:20]=[C:21]([CH2:26][OH:27])[N:22]([CH:23]([CH3:25])[CH3:24])[C:16]=4[CH:15]=3)[CH:10]=[CH:9][N:8]=2)=[CH:5][N:4]([CH2:34][CH:35]2[CH2:37][CH2:36]2)[N:3]=1, predict the reactants needed to synthesize it. The reactants are: [NH2:1][C:2]1[C:6]([C:7]2[N:12]=[C:11]([NH:13][C:14]3[N:19]=[CH:18][C:17]4[N:20]=[C:21]([CH2:26][O:27]C5CCCCO5)[N:22]([CH:23]([CH3:25])[CH3:24])[C:16]=4[CH:15]=3)[CH:10]=[CH:9][N:8]=2)=[CH:5][N:4]([CH2:34][CH:35]2[CH2:37][CH2:36]2)[N:3]=1.FC(F)(F)C(O)=O. (6) Given the product [CH2:20]([N:1]1[CH2:6][CH2:5][CH:4]([C:7]2[CH:12]=[CH:11][CH:10]=[C:9]([OH:13])[CH:8]=2)[CH2:3][CH2:2]1)[CH2:21][CH2:22][CH2:23][CH2:24][CH3:25], predict the reactants needed to synthesize it. The reactants are: [NH:1]1[CH2:6][CH2:5][CH:4]([C:7]2[CH:8]=[C:9]([OH:13])[CH:10]=[CH:11][CH:12]=2)[CH2:3][CH2:2]1.C(=O)([O-])O.[Na+].Br[CH2:20][CH2:21][CH2:22][CH2:23][CH2:24][CH3:25]. (7) Given the product [CH3:23][NH:24][CH:25]1[CH2:29][CH2:28][N:27]([C:18]([C:12]2[S:13][C:14]3[CH2:15][CH2:16][O:17][C:8]4[CH:7]=[C:6]([C:4]5[CH:5]=[N:1][NH:2][CH:3]=5)[CH:22]=[CH:21][C:9]=4[C:10]=3[N:11]=2)=[O:19])[CH2:26]1, predict the reactants needed to synthesize it. The reactants are: [NH:1]1[CH:5]=[C:4]([C:6]2[CH:22]=[CH:21][C:9]3[C:10]4[N:11]=[C:12]([C:18](O)=[O:19])[S:13][C:14]=4[CH2:15][CH2:16][O:17][C:8]=3[CH:7]=2)[CH:3]=[N:2]1.[CH3:23][NH:24][CH:25]1[CH2:29][CH2:28][NH:27][CH2:26]1. (8) Given the product [CH3:20][C:18]1[NH:17][N:16]=[C:15]([NH:14][C:4]2[N:3]=[C:2]([C:25]3[CH:26]=[N:22][NH:23][CH:24]=3)[C:11]3[C:6]([CH:5]=2)=[CH:7][C:8]([O:12][CH3:13])=[CH:9][CH:10]=3)[CH:19]=1, predict the reactants needed to synthesize it. The reactants are: Cl[C:2]1[C:11]2[C:6](=[CH:7][C:8]([O:12][CH3:13])=[CH:9][CH:10]=2)[CH:5]=[C:4]([NH:14][C:15]2[CH:19]=[C:18]([CH3:20])[NH:17][N:16]=2)[N:3]=1.C[N:22]1[CH:26]=[C:25](B(O)O)[CH:24]=[N:23]1.